This data is from Full USPTO retrosynthesis dataset with 1.9M reactions from patents (1976-2016). The task is: Predict the reactants needed to synthesize the given product. (1) Given the product [CH2:1]([O:3][C:4](=[O:15])/[CH:5]=[C:6](\[NH2:20])/[CH2:7][C@H:8]([CH3:13])[CH2:9][CH2:10][CH2:11][CH3:12])[CH3:2], predict the reactants needed to synthesize it. The reactants are: [CH2:1]([O:3][C:4](=[O:15])[CH2:5][C:6](=O)[CH2:7][C@H:8]([CH3:13])[CH2:9][CH2:10][CH2:11][CH3:12])[CH3:2].C([O-])(=O)C.[NH4+:20]. (2) Given the product [BrH:20].[NH2:2][C:3]1[C:4]([OH:17])=[C:5]([C:9]2[CH:10]=[C:11]([C:14]([OH:16])=[O:15])[S:12][CH:13]=2)[CH:6]=[CH:7][CH:8]=1, predict the reactants needed to synthesize it. The reactants are: Br.[NH2:2][C:3]1[C:4]([O:17]C)=[C:5]([C:9]2[CH:10]=[C:11]([C:14]([OH:16])=[O:15])[S:12][CH:13]=2)[CH:6]=[CH:7][CH:8]=1.B(Br)(Br)[Br:20].CO. (3) Given the product [CH3:13][C:12]1[N:3]=[N:2][N:1]2[C:11]=1[CH2:10][O:9][C@H:8]1[CH2:7][N:6]([C:14]([O:16][C:17]([CH3:20])([CH3:19])[CH3:18])=[O:15])[CH2:5][C@H:4]21, predict the reactants needed to synthesize it. The reactants are: [N:1]([C@@H:4]1[C@@H:8]([O:9][CH2:10][C:11]#[C:12][CH3:13])[CH2:7][N:6]([C:14]([O:16][C:17]([CH3:20])([CH3:19])[CH3:18])=[O:15])[CH2:5]1)=[N+:2]=[N-:3]. (4) Given the product [F:21][C:22]1[CH:27]=[CH:26][C:25]2[N:28]=[C:16]([C:15]3[CH:18]=[CH:19][CH:20]=[C:13]([O:12][CH2:11][CH2:10][CH2:9][O:8][CH:5]4[CH2:6][CH2:7][N:2]([CH3:1])[CH2:3][CH2:4]4)[CH:14]=3)[NH:29][C:24]=2[C:23]=1[CH3:30], predict the reactants needed to synthesize it. The reactants are: [CH3:1][N:2]1[CH2:7][CH2:6][CH:5]([O:8][CH2:9][CH2:10][CH2:11][O:12][C:13]2[CH:14]=[C:15]([CH:18]=[CH:19][CH:20]=2)[CH:16]=O)[CH2:4][CH2:3]1.[F:21][C:22]1[C:23]([CH3:30])=[C:24]([NH2:29])[C:25]([NH2:28])=[CH:26][CH:27]=1. (5) The reactants are: [C:1]1([C:7]2([C:10]3[N:15]=[C:14]4[S:16][CH:17]=[N:18][C:13]4=[CH:12][CH:11]=3)[CH2:9][CH2:8]2)[CH:6]=[CH:5][CH:4]=[CH:3][CH:2]=1.Br[C:20]1[CH:27]=[CH:26][C:23]([C:24]#[N:25])=[CH:22][C:21]=1[CH3:28].S1C2C=CC=CC=2N=N1. Given the product [CH3:28][C:21]1[CH:22]=[C:23]([CH:26]=[CH:27][C:20]=1[C:17]1[S:16][C:14]2[C:13]([N:18]=1)=[CH:12][CH:11]=[C:10]([C:7]1([C:1]3[CH:6]=[CH:5][CH:4]=[CH:3][CH:2]=3)[CH2:8][CH2:9]1)[N:15]=2)[C:24]#[N:25], predict the reactants needed to synthesize it. (6) Given the product [C:1]([NH:5][C:6](=[O:23])[CH2:7][N:8]1[C:13](=[O:14])[C:12]2[C:15]([CH3:22])=[C:16]([C:18]([OH:20])=[O:19])[S:17][C:11]=2[N:10]=[CH:9]1)([CH3:4])([CH3:3])[CH3:2], predict the reactants needed to synthesize it. The reactants are: [C:1]([NH:5][C:6](=[O:23])[CH2:7][N:8]1[C:13](=[O:14])[C:12]2[C:15]([CH3:22])=[C:16]([C:18]([O:20]C)=[O:19])[S:17][C:11]=2[N:10]=[CH:9]1)([CH3:4])([CH3:3])[CH3:2].O.O.[OH-].[Li+]. (7) Given the product [O:3]([C:10]1[CH:11]=[CH:12][C:13]([CH2:14][OH:15])=[CH:16][CH:17]=1)[C:4]1[CH:5]=[CH:6][CH:7]=[CH:8][CH:9]=1, predict the reactants needed to synthesize it. The reactants are: [BH4-].[Na+].[O:3]([C:10]1[CH:17]=[CH:16][C:13]([CH:14]=[O:15])=[CH:12][CH:11]=1)[C:4]1[CH:9]=[CH:8][CH:7]=[CH:6][CH:5]=1.Cl. (8) Given the product [CH3:1][C:2]1[C:3]([CH2:20][CH2:21][N:37]2[CH2:38][CH2:39][CH:34]([C:30]3[CH:29]=[CH:28][CH:27]=[C:26]4[C:31]=3[CH:32]=[CH:33][C:24]([CH3:23])=[N:25]4)[CH2:35][CH2:36]2)=[C:4]2[C:9](=[CH:10][CH:11]=1)[N:8]1[CH:12]=[N:13][C:14]([C:15]([O:17][CH2:18][CH3:19])=[O:16])=[C:7]1[CH:6]=[CH:5]2, predict the reactants needed to synthesize it. The reactants are: [CH3:1][C:2]1[C:3]([CH2:20][CH:21]=O)=[C:4]2[C:9](=[CH:10][CH:11]=1)[N:8]1[CH:12]=[N:13][C:14]([C:15]([O:17][CH2:18][CH3:19])=[O:16])=[C:7]1[CH:6]=[CH:5]2.[CH3:23][C:24]1[CH:33]=[CH:32][C:31]2[C:26](=[CH:27][CH:28]=[CH:29][C:30]=2[CH:34]2[CH2:39][CH2:38][NH:37][CH2:36][CH2:35]2)[N:25]=1.C(O[BH-](OC(=O)C)OC(=O)C)(=O)C.[Na+]. (9) Given the product [CH3:11][O:10][C:6]1[CH:5]=[C:4]([C:2]([OH:3])([CH3:12])[CH3:1])[CH:9]=[CH:8][CH:7]=1, predict the reactants needed to synthesize it. The reactants are: [CH3:1][C:2]([C:4]1[CH:9]=[CH:8][CH:7]=[C:6]([O:10][CH3:11])[CH:5]=1)=[O:3].[CH3:12][Mg]I.C(OCC)C.